From a dataset of Full USPTO retrosynthesis dataset with 1.9M reactions from patents (1976-2016). Predict the reactants needed to synthesize the given product. (1) Given the product [CH2:13]1[CH:11]2[CH2:12][NH:8][CH2:9][CH:10]2[CH2:15][N:14]1[C:16]1[CH:17]=[CH:18][C:19]2[N:20]([C:22]([C:26]3[CH:31]=[CH:30][N:29]=[C:28]([CH2:32][NH2:33])[CH:27]=3)=[C:23]([CH3:25])[N:24]=2)[N:21]=1, predict the reactants needed to synthesize it. The reactants are: C([N:8]1[CH2:12][CH:11]2[CH2:13][N:14]([C:16]3[CH:17]=[CH:18][C:19]4[N:20]([C:22]([C:26]5[CH:31]=[CH:30][N:29]=[C:28]([CH2:32][NH2:33])[CH:27]=5)=[C:23]([CH3:25])[N:24]=4)[N:21]=3)[CH2:15][CH:10]2[CH2:9]1)C1C=CC=CC=1.C([O-])=O.[NH4+]. (2) The reactants are: C[O:2][C:3]1[CH:8]=[CH:7][N:6]=[CH:5][CH:4]=1.[CH2:9]([Mg]Cl)[CH2:10][C:11]1[CH:16]=[CH:15][CH:14]=[CH:13][CH:12]=1.Cl[C:20]([O:22][CH3:23])=[O:21].Cl. Given the product [O:2]=[C:3]1[CH:8]=[CH:7][N:6]([C:20]([O:22][CH3:23])=[O:21])[CH:5]([CH2:9][CH2:10][C:11]2[CH:16]=[CH:15][CH:14]=[CH:13][CH:12]=2)[CH2:4]1, predict the reactants needed to synthesize it. (3) Given the product [CH3:43][N:8]([CH3:6])[C:14]1[CH:13]=[C:12]([N:17]2[C:22]3[CH:23]=[CH:24][C:25]([NH:27][S:28]([CH3:31])(=[O:29])=[O:30])=[CH:26][C:21]=3[O:20][C:19]([CH3:18])([CH3:32])[C:37]2=[O:40])[CH:11]=[CH:10][C:15]=1[F:16], predict the reactants needed to synthesize it. The reactants are: S(=O)(=O)(O)O.[CH:6]([NH2:8])=O.N[C:10]1[CH:11]=[C:12]([N:17]2[C:22]3[CH:23]=[CH:24][C:25]([NH:27][S:28]([CH3:31])(=[O:30])=[O:29])=[CH:26][C:21]=3[O:20][C:19](C)([CH3:32])[C:18]2=O)[CH:13]=[CH:14][C:15]=1[F:16].[BH4-].[Na+].[C:37](=[O:40])([O-])O.[Na+].O1CCC[CH2:43]1. (4) The reactants are: [CH2:1]([C:8]([NH:12][C:13](=[O:19])[O:14][C:15]([CH3:18])([CH3:17])[CH3:16])([CH3:11])[CH2:9][OH:10])[C:2]1[CH:7]=[CH:6][CH:5]=[CH:4][CH:3]=1.Br[CH2:21][C:22]1[CH:27]=[C:26]([Cl:28])[N:25]=[C:24]([N:29]([CH2:34][CH2:35][CH3:36])[S:30]([CH3:33])(=[O:32])=[O:31])[CH:23]=1.C(C1C=CC=C(C(C)(C)C)N=1)(C)(C)C. Given the product [CH2:1]([C:8]([NH:12][C:13](=[O:19])[O:14][C:15]([CH3:18])([CH3:17])[CH3:16])([CH3:11])[CH2:9][O:10][CH2:21][C:22]1[CH:23]=[C:24]([N:29]([S:30]([CH3:33])(=[O:32])=[O:31])[CH2:34][CH2:35][CH3:36])[N:25]=[C:26]([Cl:28])[CH:27]=1)[C:2]1[CH:7]=[CH:6][CH:5]=[CH:4][CH:3]=1, predict the reactants needed to synthesize it. (5) Given the product [Cl:19][C:15]1[C:16]2[C:11](=[CH:10][C:9]([S:8]([O:43][C:34]3[C:33]([F:32])=[C:38]([F:39])[C:37]([F:40])=[C:36]([F:41])[C:35]=3[F:42])(=[O:29])=[O:51])=[CH:18][CH:17]=2)[CH:12]=[C:13]([Cl:20])[N:14]=1, predict the reactants needed to synthesize it. The reactants are: C([S:8][C:9]1[CH:10]=[C:11]2[C:16](=[CH:17][CH:18]=1)[C:15]([Cl:19])=[N:14][C:13]([Cl:20])=[CH:12]2)C1C=CC=CC=1.ClN1C(C)(C)C(=[O:29])N(Cl)C1=O.[F:32][C:33]1[C:38]([F:39])=[C:37]([F:40])[C:36]([F:41])=[C:35]([F:42])[C:34]=1[OH:43].C(N(CC)CC)C.[OH2:51]. (6) Given the product [F:1][C:2]1[CH:7]=[CH:6][C:5]([N:8]2[C:16]3[C:11](=[CH:12][C:13]([I:22])=[CH:14][CH:15]=3)[CH:10]=[N:9]2)=[CH:4][CH:3]=1, predict the reactants needed to synthesize it. The reactants are: [F:1][C:2]1[CH:7]=[CH:6][C:5]([N:8]2[C:16]3[C:11](=[CH:12][C:13](N)=[CH:14][CH:15]=3)[CH:10]=[N:9]2)=[CH:4][CH:3]=1.N([O-])=O.[Na+].[I-:22].[K+]. (7) Given the product [Br:1][C:2]1[C:7]2[O:8][CH2:9][CH2:10][N:11]([C:19]([CH:16]3[CH2:18][CH2:17]3)=[O:20])[C:6]=2[CH:5]=[C:4]([C:12]([F:15])([F:14])[F:13])[CH:3]=1, predict the reactants needed to synthesize it. The reactants are: [Br:1][C:2]1[C:7]2[O:8][CH2:9][CH2:10][NH:11][C:6]=2[CH:5]=[C:4]([C:12]([F:15])([F:14])[F:13])[CH:3]=1.[CH:16]1([C:19](Cl)=[O:20])[CH2:18][CH2:17]1.C(N(CC)CC)C.O.